Dataset: Forward reaction prediction with 1.9M reactions from USPTO patents (1976-2016). Task: Predict the product of the given reaction. (1) Given the reactants [CH3:1][O:2][C:3]1[CH:11]=[CH:10][C:6]([C:7]([OH:9])=O)=[CH:5][C:4]=1/[CH:12]=[CH:13]/[C:14]1[CH:19]=[CH:18][C:17]([O:20][C:21]([F:24])([F:23])[F:22])=[CH:16][CH:15]=1.[NH2:25][CH:26]([CH2:29][OH:30])[CH2:27][OH:28], predict the reaction product. The product is: [OH:28][CH2:27][CH:26]([NH:25][C:7](=[O:9])[C:6]1[CH:10]=[CH:11][C:3]([O:2][CH3:1])=[C:4](/[CH:12]=[CH:13]/[C:14]2[CH:19]=[CH:18][C:17]([O:20][C:21]([F:23])([F:22])[F:24])=[CH:16][CH:15]=2)[CH:5]=1)[CH2:29][OH:30]. (2) The product is: [F:20][C:16]1[CH:15]=[C:14]([CH:6]([NH:5][C:3]([CH2:2][NH:1][C:26]([C:22]2[S:21][CH:25]=[CH:24][CH:23]=2)=[O:27])=[O:4])[C:7]2[CH:12]=[CH:11][CH:10]=[C:9]([F:13])[CH:8]=2)[CH:19]=[CH:18][CH:17]=1. Given the reactants [NH2:1][CH2:2][C:3]([NH:5][CH:6]([C:14]1[CH:19]=[CH:18][CH:17]=[C:16]([F:20])[CH:15]=1)[C:7]1[CH:12]=[CH:11][CH:10]=[C:9]([F:13])[CH:8]=1)=[O:4].[S:21]1[CH:25]=[CH:24][CH:23]=[C:22]1[C:26](O)=[O:27], predict the reaction product. (3) The product is: [NH2:15][CH2:14][CH2:13][CH2:12][C:9]1[C:10](=[O:11])[N:5]([CH2:4][CH:1]2[CH2:3][CH2:2]2)[N:6]=[C:7]([C:28]2[CH:33]=[CH:32][C:31]([O:34][CH3:35])=[C:30]([F:36])[CH:29]=2)[CH:8]=1. Given the reactants [CH:1]1([CH2:4][N:5]2[C:10](=[O:11])[C:9]([CH2:12][CH2:13][CH2:14][N:15]3CCN(C(OC(C)(C)C)=O)CC3)=[CH:8][C:7]([C:28]3[CH:33]=[CH:32][C:31]([O:34][CH3:35])=[C:30]([F:36])[CH:29]=3)=[N:6]2)[CH2:3][CH2:2]1.C1(CN2C(=O)C(CCCOS(C)(=O)=O)=CC(C3C=CC(OC)=C(F)C=3)=N2)CC1, predict the reaction product. (4) Given the reactants NC(CC1C=CC(OC(C)(C)C)=CC=1)C(N(CC(OCC)OCC)CC1C=CC=C2C=1NN=C2)=O.[CH2:36]([NH:43][C:44](=[O:54])[NH:45][C@H:46]([CH2:51][CH:52]=[CH2:53])[CH2:47][C:48]([OH:50])=[O:49])[C:37]1[CH:42]=[CH:41][CH:40]=[CH:39][CH:38]=1.CCN=C=NCCCN(C)C.Cl.C1C=CC2N(O)N=NC=2C=1.CCN(C(C)C)C(C)C, predict the reaction product. The product is: [CH2:36]([NH:43][C:44](=[O:54])[NH:45][CH:46]([CH2:51][CH:52]=[CH2:53])[CH2:47][C:48]([OH:50])=[O:49])[C:37]1[CH:38]=[CH:39][CH:40]=[CH:41][CH:42]=1. (5) Given the reactants Cl[Si:2]([CH:9]([CH3:11])[CH3:10])([CH:6]([CH3:8])[CH3:7])[CH:3]([CH3:5])[CH3:4].[OH:12][CH:13]1[CH2:18][CH2:17][N:16]([C:19]([O:21][C:22]([CH3:25])([CH3:24])[CH3:23])=[O:20])[C@H:15]([CH2:26][OH:27])[CH2:14]1.C(N(CC)CC)C.O, predict the reaction product. The product is: [OH:12][CH:13]1[CH2:18][CH2:17][N:16]([C:19]([O:21][C:22]([CH3:23])([CH3:24])[CH3:25])=[O:20])[C@H:15]([CH2:26][O:27][Si:2]([CH:9]([CH3:11])[CH3:10])([CH:6]([CH3:8])[CH3:7])[CH:3]([CH3:5])[CH3:4])[CH2:14]1.